The task is: Predict the product of the given reaction.. This data is from Forward reaction prediction with 1.9M reactions from USPTO patents (1976-2016). (1) Given the reactants [Cl:1][C:2]1[N:7]=[CH:6][C:5](I)=[CH:4][N:3]=1.C1(C)C=CC=CC=1P(C1C=CC=CC=1C)C1C=CC=CC=1C.[C:31]([O:35][CH2:36][CH3:37])(=[O:34])[CH:32]=[CH2:33].C(N(CC)C(C)C)(C)C, predict the reaction product. The product is: [Cl:1][C:2]1[N:7]=[CH:6][C:5](/[CH:33]=[CH:32]/[C:31]([O:35][CH2:36][CH3:37])=[O:34])=[CH:4][N:3]=1. (2) Given the reactants [OH:1][C:2]1[CH:11]=[CH:10][CH:9]=[C:8]([OH:12])[C:3]=1[C:4]([O:6][CH3:7])=[O:5].[CH2:13](O)[CH2:14][CH:15]=[CH2:16].CCOC(/N=N/C(OCC)=O)=O, predict the reaction product. The product is: [CH3:7][O:6][C:4](=[O:5])[C:3]1[C:2]([OH:1])=[CH:11][CH:10]=[CH:9][C:8]=1[O:12][CH2:16][CH2:15][CH:14]=[CH2:13]. (3) Given the reactants [CH:1]([C:3]1([CH3:16])[CH2:8][CH2:7][N:6]([C:9]([O:11][C:12]([CH3:15])([CH3:14])[CH3:13])=[O:10])[CH2:5][CH2:4]1)=O.C(O)(=O)C.[C:21]1([C@@H:27]2[CH2:29][C@H:28]2[NH2:30])[CH:26]=[CH:25][CH:24]=[CH:23][CH:22]=1.C(O[BH-](OC(=O)C)OC(=O)C)(=O)C.[Na+], predict the reaction product. The product is: [CH3:16][C:3]1([CH2:1][NH:30][C@@H:28]2[CH2:29][C@H:27]2[C:21]2[CH:26]=[CH:25][CH:24]=[CH:23][CH:22]=2)[CH2:8][CH2:7][N:6]([C:9]([O:11][C:12]([CH3:15])([CH3:14])[CH3:13])=[O:10])[CH2:5][CH2:4]1. (4) Given the reactants [N:1]12[CH2:8][CH2:7]N(CC1)CC2.[CH:9](=[O:13])[CH:10]([CH3:12])[CH3:11].[C:14](#N)C=C.Cl, predict the reaction product. The product is: [OH:13][CH:9]([CH:10]([CH3:12])[CH3:11])[C:7](=[CH2:14])[C:8]#[N:1]. (5) Given the reactants [CH:1]1([CH2:6][CH:7]([N:11]2[C:16](=[O:17])[CH:15]=[C:14]([O:18][CH:19]3[CH2:23][CH2:22][CH2:21][CH2:20]3)[CH:13]=[N:12]2)[C:8](O)=[O:9])[CH2:5][CH2:4][CH2:3][CH2:2]1.[NH2:24][C:25]1[CH:29]=[CH:28][N:27]([CH2:30][C:31]([CH3:34])([OH:33])[CH3:32])[N:26]=1, predict the reaction product. The product is: [CH:1]1([CH2:6][CH:7]([N:11]2[C:16](=[O:17])[CH:15]=[C:14]([O:18][CH:19]3[CH2:23][CH2:22][CH2:21][CH2:20]3)[CH:13]=[N:12]2)[C:8]([NH:24][C:25]2[CH:29]=[CH:28][N:27]([CH2:30][C:31]([OH:33])([CH3:32])[CH3:34])[N:26]=2)=[O:9])[CH2:2][CH2:3][CH2:4][CH2:5]1. (6) Given the reactants [F:1][C:2]1([F:19])[CH2:6][CH2:5][CH:4]([C:7]([NH:9][C:10]2[CH:11]=[C:12]3[C:16](=[CH:17][CH:18]=2)[NH:15][CH:14]=[CH:13]3)=[O:8])[CH2:3]1.[C:20](Cl)(=[O:22])[CH3:21].[Cl-].C([Al+]CC)C, predict the reaction product. The product is: [C:20]([C:13]1[C:12]2[C:16](=[CH:17][CH:18]=[C:10]([NH:9][C:7]([CH:4]3[CH2:5][CH2:6][C:2]([F:1])([F:19])[CH2:3]3)=[O:8])[CH:11]=2)[NH:15][CH:14]=1)(=[O:22])[CH3:21]. (7) Given the reactants [N:1]1[C:6]2[NH:7][C:8]3[CH2:16][CH:15]4[N:11]([CH2:12][CH2:13][CH2:14]4)[CH2:10][C:9]=3[C:5]=2[CH:4]=[CH:3][CH:2]=1.[H-].[Na+].CC1C=CC(S(O[CH2:30][CH2:31][C:32]2[CH:33]=[N:34][C:35]([CH3:38])=[CH:36][CH:37]=2)(=O)=O)=CC=1, predict the reaction product. The product is: [CH3:38][C:35]1[N:34]=[CH:33][C:32]([CH2:31][CH2:30][N:7]2[C:8]3[CH2:16][CH:15]4[N:11]([CH2:12][CH2:13][CH2:14]4)[CH2:10][C:9]=3[C:5]3[CH:4]=[CH:3][CH:2]=[N:1][C:6]2=3)=[CH:37][CH:36]=1. (8) Given the reactants [CH3:1][C@H:2]1[CH2:7][CH2:6][CH2:5][CH2:4][N:3]1[C:8]1[CH:15]=[CH:14][C:11]([C:12]#N)=[CH:10][C:9]=1[C:16]([F:19])([F:18])[F:17].[OH-:20].[Na+].Cl.C[OH:24], predict the reaction product. The product is: [CH3:1][C@H:2]1[CH2:7][CH2:6][CH2:5][CH2:4][N:3]1[C:8]1[CH:15]=[CH:14][C:11]([C:12]([OH:24])=[O:20])=[CH:10][C:9]=1[C:16]([F:19])([F:18])[F:17].